Dataset: Peptide-MHC class I binding affinity with 185,985 pairs from IEDB/IMGT. Task: Regression. Given a peptide amino acid sequence and an MHC pseudo amino acid sequence, predict their binding affinity value. This is MHC class I binding data. (1) The peptide sequence is KSVQHLESL. The MHC is Patr-B0101 with pseudo-sequence Patr-B0101. The binding affinity (normalized) is 0.457. (2) The peptide sequence is RGGRAFVTI. The MHC is HLA-B08:01 with pseudo-sequence HLA-B08:01. The binding affinity (normalized) is 0.106.